Dataset: Catalyst prediction with 721,799 reactions and 888 catalyst types from USPTO. Task: Predict which catalyst facilitates the given reaction. Reactant: [CH:1]([C:4]1[CH:10]=[CH:9][C:7]([NH2:8])=[C:6]([N+:11]([O-:13])=[O:12])[CH:5]=1)([CH3:3])[CH3:2].Br[CH2:15][CH:16]([CH3:25])[CH2:17][C:18]1[CH:23]=[CH:22][C:21]([Cl:24])=[CH:20][CH:19]=1.CCN(C(C)C)C(C)C. Product: [Cl:24][C:21]1[CH:22]=[CH:23][C:18]([CH2:17][CH:16]([CH3:25])[CH2:15][NH:8][C:7]2[CH:9]=[CH:10][C:4]([CH:1]([CH3:3])[CH3:2])=[CH:5][C:6]=2[N+:11]([O-:13])=[O:12])=[CH:19][CH:20]=1. The catalyst class is: 682.